This data is from Forward reaction prediction with 1.9M reactions from USPTO patents (1976-2016). The task is: Predict the product of the given reaction. (1) Given the reactants [CH2:1]([O:3][C:4]([N:6]1[CH2:11][CH2:10][N:9]([C:12](=[O:35])[C@@H:13]([NH:20][C:21]([C:23]2[CH:27]=[C:26]([OH:28])[N:25]([C:29]3[CH:34]=[CH:33][CH:32]=[CH:31][CH:30]=3)[N:24]=2)=[O:22])[CH2:14][CH2:15][S:16]([CH3:19])(=[O:18])=[O:17])[CH2:8][CH2:7]1)=[O:5])[CH3:2].C(=O)([O-])[O-].[Cs+].[Cs+].[CH2:42]([O:44][C:45]([C:47]1(Br)[CH2:50][CH2:49][CH2:48]1)=[O:46])[CH3:43], predict the reaction product. The product is: [CH2:1]([O:3][C:4]([N:6]1[CH2:11][CH2:10][N:9]([C:12](=[O:35])[C@@H:13]([NH:20][C:21]([C:23]2[CH:27]=[C:26]([O:28][C:47]3([C:45]([O:44][CH2:42][CH3:43])=[O:46])[CH2:50][CH2:49][CH2:48]3)[N:25]([C:29]3[CH:34]=[CH:33][CH:32]=[CH:31][CH:30]=3)[N:24]=2)=[O:22])[CH2:14][CH2:15][S:16]([CH3:19])(=[O:18])=[O:17])[CH2:8][CH2:7]1)=[O:5])[CH3:2]. (2) Given the reactants Br[C:2]1[CH:3]=[C:4]2[C:9](=[CH:10][CH:11]=1)[N:8]=[C:7]([CH3:12])[N:6]([C:13]1[CH:18]=[CH:17][C:16]([O:19][CH2:20][CH2:21][CH2:22][N:23]3[CH2:28][CH2:27][CH2:26][CH2:25][CH2:24]3)=[CH:15][CH:14]=1)[C:5]2=[O:29].C([Sn](CCCC)(CCCC)[C:35]1[CH:40]=[CH:39][CH:38]=[CH:37][N:36]=1)CCC, predict the reaction product. The product is: [CH3:12][C:7]1[N:6]([C:13]2[CH:18]=[CH:17][C:16]([O:19][CH2:20][CH2:21][CH2:22][N:23]3[CH2:28][CH2:27][CH2:26][CH2:25][CH2:24]3)=[CH:15][CH:14]=2)[C:5](=[O:29])[C:4]2[C:9](=[CH:10][CH:11]=[C:2]([C:35]3[CH:40]=[CH:39][CH:38]=[CH:37][N:36]=3)[CH:3]=2)[N:8]=1. (3) Given the reactants [C:1]([O:5][C:6](=[O:15])[CH2:7][C:8]1[C:9]([CH3:14])=[N:10][NH:11][C:12]=1[CH3:13])([CH3:4])([CH3:3])[CH3:2].CC(=O)CC(=O)C.[F:23][C:24]1[CH:31]=[C:30]([N+:32]([O-:34])=[O:33])[CH:29]=[CH:28][C:25]=1[CH2:26]Br.C([O-])([O-])=O.[K+].[K+], predict the reaction product. The product is: [C:1]([O:5][C:6](=[O:15])[CH2:7][C:8]1[C:12]([CH3:13])=[N:11][N:10]([CH2:26][C:25]2[CH:28]=[CH:29][C:30]([N+:32]([O-:34])=[O:33])=[CH:31][C:24]=2[F:23])[C:9]=1[CH3:14])([CH3:4])([CH3:3])[CH3:2]. (4) Given the reactants [CH3:1][C:2]1[S:6][CH:5]=[C:4]([C:7]([OH:9])=[O:8])[CH:3]=1.[Br:10]Br.O, predict the reaction product. The product is: [Br:10][C:5]1[S:6][C:2]([CH3:1])=[CH:3][C:4]=1[C:7]([OH:9])=[O:8]. (5) Given the reactants C(N(CC)CC)C.[CH3:8][S:9]([CH:12]1[CH2:15][NH:14][CH2:13]1)(=[O:11])=[O:10].CS(O[CH:21]([C:23]1[CH:24]=[N:25][C:26]([NH:55][C:56]2[CH:57]=[N:58][C:59]([O:62][CH3:63])=[CH:60][CH:61]=2)=[C:27]([C:29]2[N:34]=[C:33]([N:35]([CH2:45][C:46]3[CH:51]=[CH:50][C:49]([O:52][CH3:53])=[CH:48][CH:47]=3)[CH2:36][C:37]3[CH:42]=[CH:41][C:40]([O:43][CH3:44])=[CH:39][CH:38]=3)[N:32]=[C:31]([CH3:54])[N:30]=2)[CH:28]=1)[CH3:22])(=O)=O, predict the reaction product. The product is: [CH3:53][O:52][C:49]1[CH:48]=[CH:47][C:46]([CH2:45][N:35]([CH2:36][C:37]2[CH:38]=[CH:39][C:40]([O:43][CH3:44])=[CH:41][CH:42]=2)[C:33]2[N:34]=[C:29]([C:27]3[C:26]([NH:55][C:56]4[CH:57]=[N:58][C:59]([O:62][CH3:63])=[CH:60][CH:61]=4)=[N:25][CH:24]=[C:23]([CH:21]([N:14]4[CH2:15][CH:12]([S:9]([CH3:8])(=[O:11])=[O:10])[CH2:13]4)[CH3:22])[CH:28]=3)[N:30]=[C:31]([CH3:54])[N:32]=2)=[CH:51][CH:50]=1. (6) The product is: [ClH:4].[Cl:6][C:7]1[CH:15]=[C:14]([F:16])[C:13]([NH:17][NH2:18])=[CH:12][C:8]=1[C:9]([O:11][CH3:1])=[O:10]. Given the reactants [C:1]([Cl:4])(=O)C.Cl.[Cl:6][C:7]1[CH:15]=[C:14]([F:16])[C:13]([NH:17][NH2:18])=[CH:12][C:8]=1[C:9]([OH:11])=[O:10], predict the reaction product. (7) The product is: [CH:23]([N:18]1[CH2:19][CH2:20][CH:15]([N:3]([CH3:2])[C:4]([C:6]2[CH:14]=[CH:13][C:9]3=[N:10][O:11][N:12]=[C:8]3[CH:7]=2)=[O:5])[CH2:16][CH2:17]1)=[O:24]. Given the reactants Cl.[CH3:2][N:3]([CH:15]1[CH2:20][CH2:19][NH:18][CH2:17][CH2:16]1)[C:4]([C:6]1[CH:14]=[CH:13][C:9]2=[N:10][O:11][N:12]=[C:8]2[CH:7]=1)=[O:5].C1C[O:24][CH2:23]C1.C(N(CC)CC)C.C(OC(=O)C)(=O)C, predict the reaction product. (8) Given the reactants [CH2:1]([Mg]Br)[CH3:2].CCOCC.[N:10]1[C:17]([Cl:18])=[N:16][C:14](Cl)=[N:13][C:11]=1[Cl:12], predict the reaction product. The product is: [Cl:12][C:11]1[N:10]=[C:17]([Cl:18])[N:16]=[C:14]([CH2:1][CH3:2])[N:13]=1. (9) Given the reactants [F:1][C:2]1[C:11]2[C:6](=[CH:7][C:8]([O:12][CH3:13])=[CH:9][CH:10]=2)[CH:5]=[CH:4][CH:3]=1.[CH3:14][O:15]C(Cl)Cl.Cl, predict the reaction product. The product is: [F:1][C:2]1[CH:3]=[CH:4][CH:5]=[C:6]2[C:11]=1[CH:10]=[CH:9][C:8]([O:12][CH3:13])=[C:7]2[CH:14]=[O:15].